The task is: Predict the reaction yield, written as a fraction of the theoretical maximum amount of product (1.0 means a 100% yield; for example, 0.34 means a 34% yield).. This data is from Reaction yield outcomes from USPTO patents with 853,638 reactions. (1) The reactants are Cl[CH2:2][O:3][CH2:4][CH2:5][Cl:6].[CH3:7][C:8]1([OH:18])[CH:15]2[CH2:16][CH:11]3[CH2:12][CH:13]([CH2:17][CH:9]1[CH2:10]3)[CH2:14]2.C(N(CC)CC)C. The catalyst is C1COCC1. The product is [CH3:7][C:8]1([O:18][CH2:2][O:3][CH2:4][CH2:5][Cl:6])[CH:9]2[CH2:17][CH:13]3[CH2:12][CH:11]([CH2:16][CH:15]1[CH2:14]3)[CH2:10]2. The yield is 0.788. (2) The reactants are [C:1]([C:4]1[O:8][C:7]2[C:9](=[O:19])[C:10]3[C:15]([C:16](=[O:17])[C:6]=2[CH:5]=1)=[C:14]([OH:18])[CH:13]=[CH:12][CH:11]=3)(=[O:3])[CH3:2].C(Cl)Cl.C(N(CC)CC)C.C(O)=O. The catalyst is O.Cl. The product is [OH:3][CH:1]([C:4]1[O:8][C:7]2[C:9](=[O:19])[C:10]3[C:15]([C:16](=[O:17])[C:6]=2[CH:5]=1)=[C:14]([OH:18])[CH:13]=[CH:12][CH:11]=3)[CH3:2]. The yield is 0.890.